This data is from Reaction yield outcomes from USPTO patents with 853,638 reactions. The task is: Predict the reaction yield, written as a fraction of the theoretical maximum amount of product (1.0 means a 100% yield; for example, 0.34 means a 34% yield). (1) No catalyst specified. The reactants are [C:1]([C:3]1[C:4]([C:9]2[CH:14]=[CH:13][CH:12]=[CH:11][CH:10]=2)=[N:5][O:6][C:7]=1[CH3:8])#[CH:2].I[C:16]1[N:17]([C:22]2[CH:27]=[CH:26][CH:25]=[CH:24][CH:23]=2)[C:18]([CH3:21])=[CH:19][N:20]=1. The yield is 0.210. The product is [CH3:8][C:7]1[O:6][N:5]=[C:4]([C:9]2[CH:14]=[CH:13][CH:12]=[CH:11][CH:10]=2)[C:3]=1[C:1]#[C:2][C:16]1[N:17]([C:22]2[CH:23]=[CH:24][CH:25]=[CH:26][CH:27]=2)[C:18]([CH3:21])=[CH:19][N:20]=1. (2) The reactants are [CH2:1]([N:4]([CH:15]([C:19]1[C:20]([Cl:30])=[N:21][C:22]2[C:27]([CH:28]=1)=[CH:26][CH:25]=[C:24]([F:29])[CH:23]=2)[CH2:16]C=C)[C:5](=[O:14])[O:6][CH2:7][C:8]1[CH:13]=[CH:12][CH:11]=[CH:10][CH:9]=1)[CH:2]=[CH2:3].Cl.C([O-])(O)=O.[Na+]. The yield is 0.800. The product is [Cl:30][C:20]1[C:19]([CH:15]2[N:4]([C:5]([O:6][CH2:7][C:8]3[CH:9]=[CH:10][CH:11]=[CH:12][CH:13]=3)=[O:14])[CH2:1][CH:2]=[CH:3][CH2:16]2)=[CH:28][C:27]2[C:22](=[CH:23][C:24]([F:29])=[CH:25][CH:26]=2)[N:21]=1. The catalyst is C(Cl)Cl. (3) The reactants are [F:1][C:2]1[C:10]([O:11][C:12]2[C:21]3[C:16](=[CH:17][C:18]([OH:24])=[C:19]([O:22][CH3:23])[CH:20]=3)[N:15]=[N:14][CH:13]=2)=[CH:9][CH:8]=[C:7]2[C:3]=1[CH:4]=[C:5]([CH3:25])[NH:6]2.O[CH2:27][CH2:28][N:29]1[CH2:33][CH2:32][CH2:31][CH2:30]1. No catalyst specified. The product is [F:1][C:2]1[C:10]([O:11][C:12]2[C:21]3[C:16](=[CH:17][C:18]([O:24][CH2:27][CH2:28][N:29]4[CH2:33][CH2:32][CH2:31][CH2:30]4)=[C:19]([O:22][CH3:23])[CH:20]=3)[N:15]=[N:14][CH:13]=2)=[CH:9][CH:8]=[C:7]2[C:3]=1[CH:4]=[C:5]([CH3:25])[NH:6]2. The yield is 0.120. (4) The reactants are [Mg].Cl[CH:3]1[CH2:8][CH2:7][N:6]([CH3:9])[CH2:5][CH2:4]1.[Cl:10][C:11]1[CH:46]=[CH:45][C:14]([C:15]([C:17]2[CH:18]=[C:19]([C:35]3[CH:40]=[CH:39][N:38]=[C:37]([NH:41][C:42](=[O:44])[CH3:43])[CH:36]=3)[S:20][C:21]=2[C:22]2[N:26]=[CH:25][N:24]([CH2:27][O:28][CH2:29][CH2:30][Si:31]([CH3:34])([CH3:33])[CH3:32])[N:23]=2)=[O:16])=[CH:13][CH:12]=1. The catalyst is O1CCCC1. The product is [Cl:10][C:11]1[CH:12]=[CH:13][C:14]([C:15]([OH:16])([CH:3]2[CH2:8][CH2:7][N:6]([CH3:9])[CH2:5][CH2:4]2)[C:17]2[CH:18]=[C:19]([C:35]3[CH:40]=[CH:39][N:38]=[C:37]([NH:41][C:42](=[O:44])[CH3:43])[CH:36]=3)[S:20][C:21]=2[C:22]2[N:26]=[CH:25][N:24]([CH2:27][O:28][CH2:29][CH2:30][Si:31]([CH3:32])([CH3:34])[CH3:33])[N:23]=2)=[CH:45][CH:46]=1. The yield is 0.443. (5) The reactants are Cl[C:2]1[CH:12]=[CH:11][C:5]([C:6]([O:8]CC)=[O:7])=[CH:4][N:3]=1.[F:13][C:14](F)([F:17])[CH2:15][OH:16].[OH-].[Li+]. No catalyst specified. The product is [F:13][CH:14]([F:17])[CH2:15][O:16][C:2]1[CH:12]=[CH:11][C:5]([C:6]([OH:8])=[O:7])=[CH:4][N:3]=1. The yield is 0.790.